Dataset: Forward reaction prediction with 1.9M reactions from USPTO patents (1976-2016). Task: Predict the product of the given reaction. (1) Given the reactants [Cl:1][C:2]1[N:3]=[C:4](Cl)[C:5]2[CH:10]=[CH:9][N:8]([S:11]([C:14]3[CH:19]=[CH:18][C:17]([CH3:20])=[CH:16][CH:15]=3)(=[O:13])=[O:12])[C:6]=2[N:7]=1.[NH2:22][C:23]1[CH:31]=[CH:30][C:29]([Br:32])=[CH:28][C:24]=1[C:25]([NH2:27])=[O:26], predict the reaction product. The product is: [Br:32][C:29]1[CH:30]=[CH:31][C:23]([NH:22][C:4]2[C:5]3[CH:10]=[CH:9][N:8]([S:11]([C:14]4[CH:19]=[CH:18][C:17]([CH3:20])=[CH:16][CH:15]=4)(=[O:13])=[O:12])[C:6]=3[N:7]=[C:2]([Cl:1])[N:3]=2)=[C:24]([CH:28]=1)[C:25]([NH2:27])=[O:26]. (2) Given the reactants [CH2:1]([N:3]1[CH:7]=[C:6](/[CH:8]=[CH:9]\[C:10]2[C:11]([O:21][CH2:22][C:23]3[CH:48]=[CH:47][C:26]([O:27][CH2:28][C:29]4[N:30]=[C:31]([C:35]5[CH:40]=[CH:39][C:38]([CH2:41][C:42]([O:44]CC)=[O:43])=[CH:37][CH:36]=5)[O:32][C:33]=4[CH3:34])=[C:25]([O:49][CH3:50])[CH:24]=3)=[N:12][N:13]([C:15]3[CH:20]=[CH:19][CH:18]=[CH:17][CH:16]=3)[CH:14]=2)[CH:5]=[N:4]1)[CH3:2].[OH-].[Na+].O1CCCC1.Cl, predict the reaction product. The product is: [CH2:1]([N:3]1[CH:7]=[C:6](/[CH:8]=[CH:9]\[C:10]2[C:11]([O:21][CH2:22][C:23]3[CH:48]=[CH:47][C:26]([O:27][CH2:28][C:29]4[N:30]=[C:31]([C:35]5[CH:40]=[CH:39][C:38]([CH2:41][C:42]([OH:44])=[O:43])=[CH:37][CH:36]=5)[O:32][C:33]=4[CH3:34])=[C:25]([O:49][CH3:50])[CH:24]=3)=[N:12][N:13]([C:15]3[CH:20]=[CH:19][CH:18]=[CH:17][CH:16]=3)[CH:14]=2)[CH:5]=[N:4]1)[CH3:2].